Task: Predict the reaction yield, written as a fraction of the theoretical maximum amount of product (1.0 means a 100% yield; for example, 0.34 means a 34% yield).. Dataset: Reaction yield outcomes from USPTO patents with 853,638 reactions (1) The reactants are Cl[CH2:2][CH2:3][N:4]([CH2:19][CH2:20]Cl)[C:5]1[C:6]([CH3:18])=[C:7]([CH3:17])[C:8]2[O:12][C:11]([CH3:14])([CH3:13])[CH2:10][C:9]=2[C:15]=1[CH3:16].[CH3:22][N:23]1[CH:27]=[CH:26][C:25]([NH2:28])=[N:24]1. No catalyst specified. The product is [CH3:22][N:23]1[CH:27]=[CH:26][C:25]([N:28]2[CH2:20][CH2:19][N:4]([C:5]3[C:6]([CH3:18])=[C:7]([CH3:17])[C:8]4[O:12][C:11]([CH3:14])([CH3:13])[CH2:10][C:9]=4[C:15]=3[CH3:16])[CH2:3][CH2:2]2)=[N:24]1. The yield is 0.480. (2) The reactants are [C:1]1([P:7]([C:28]2[CH:33]=[CH:32][CH:31]=[CH:30][CH:29]=2)[C:8]2[CH:9]=[CH:10][CH:11]=[C:12]3[C:17]=2[NH:16][CH:15]([C:18]2[C:27]4[C:22](=[CH:23][CH:24]=[CH:25][CH:26]=4)[CH:21]=[CH:20][CH:19]=2)[CH:14]=[CH:13]3)[CH:6]=[CH:5][CH:4]=[CH:3][CH:2]=1.[OH:34]O. The catalyst is C(Cl)Cl. The product is [C:28]1([P:7]([C:1]2[CH:2]=[CH:3][CH:4]=[CH:5][CH:6]=2)([C:8]2[CH:9]=[CH:10][CH:11]=[C:12]3[C:17]=2[NH:16][CH:15]([C:18]2[C:27]4[C:22](=[CH:23][CH:24]=[CH:25][CH:26]=4)[CH:21]=[CH:20][CH:19]=2)[CH:14]=[CH:13]3)=[O:34])[CH:29]=[CH:30][CH:31]=[CH:32][CH:33]=1. The yield is 0.910.